From a dataset of Full USPTO retrosynthesis dataset with 1.9M reactions from patents (1976-2016). Predict the reactants needed to synthesize the given product. (1) Given the product [N:8]1([CH2:7][C:6]2[CH:5]=[C:4]([NH2:1])[CH:16]=[CH:15][CH:14]=2)[CH2:13][CH2:12][O:11][CH2:10][CH2:9]1, predict the reactants needed to synthesize it. The reactants are: [N+:1]([C:4]1[CH:5]=[C:6]([CH:14]=[CH:15][CH:16]=1)[CH2:7][N:8]1[CH2:13][CH2:12][O:11][CH2:10][CH2:9]1)([O-])=O.Cl. (2) Given the product [Br:1][C:2]1[CH:18]=[CH:17][C:5]2[C:6]3[N:7]([CH:11]=[C:12]([C:14]4[N:37]([CH:34]([CH3:36])[CH3:35])[N:38]=[CH:19][N:16]=4)[N:13]=3)[CH2:8][CH2:9][O:10][C:4]=2[CH:3]=1, predict the reactants needed to synthesize it. The reactants are: [Br:1][C:2]1[CH:18]=[CH:17][C:5]2[C:6]3[N:7]([CH:11]=[C:12]([C:14]([NH2:16])=O)[N:13]=3)[CH2:8][CH2:9][O:10][C:4]=2[CH:3]=1.[CH3:19]OC(OC)N(C)C.COCCOC.Cl.[CH:34]([NH:37][NH2:38])([CH3:36])[CH3:35].